The task is: Predict which catalyst facilitates the given reaction.. This data is from Catalyst prediction with 721,799 reactions and 888 catalyst types from USPTO. (1) Product: [N+:1]([C:4]1[CH:12]=[CH:11][C:10]([N:17]2[CH2:16][CH:15]([CH3:14])[O:20][CH:19]([CH3:21])[CH2:18]2)=[CH:9][C:5]=1[C:6]([OH:8])=[O:7])([O-:3])=[O:2]. Reactant: [N+:1]([C:4]1[CH:12]=[CH:11][C:10](Cl)=[CH:9][C:5]=1[C:6]([OH:8])=[O:7])([O-:3])=[O:2].[CH3:14][CH:15]1[O:20][CH:19]([CH3:21])[CH2:18][NH:17][CH2:16]1. The catalyst class is: 13. (2) The catalyst class is: 12. Reactant: Cl.[NH:2]1[CH2:7][CH:6]=[C:5]([C:8]2[CH:9]=[C:10]([NH:14][C:15](=[O:17])[CH3:16])[CH:11]=[CH:12][CH:13]=2)[CH2:4][CH2:3]1.Br[CH2:19][CH2:20][CH2:21][NH:22][C:23](=[O:29])[O:24][C:25]([CH3:28])([CH3:27])[CH3:26].C(=O)([O-])[O-].[K+].[K+]. Product: [C:15]([NH:14][C:10]1[CH:9]=[C:8]([C:5]2[CH2:6][CH2:7][N:2]([CH2:19][CH2:20][CH2:21][NH:22][C:23](=[O:29])[O:24][C:25]([CH3:28])([CH3:27])[CH3:26])[CH2:3][CH:4]=2)[CH:13]=[CH:12][CH:11]=1)(=[O:17])[CH3:16]. (3) Reactant: [F:1][C:2]1[CH:3]=[C:4]([NH:8][C:9](=[O:28])[CH2:10][N:11]2[CH:15]=[C:14]([NH:16][C:17]3[C:26]4[C:21](=[CH:22][C:23]([OH:27])=[CH:24][CH:25]=4)[N:20]=[CH:19][N:18]=3)[CH:13]=[N:12]2)[CH:5]=[CH:6][CH:7]=1.C(=O)([O-])[O-].[Cs+].[Cs+].CS(O[CH2:40][C@@H:41]1[CH2:45][CH2:44][CH2:43][N:42]1[C:46]([O:48][C:49]([CH3:52])([CH3:51])[CH3:50])=[O:47])(=O)=O.O. Product: [F:1][C:2]1[CH:3]=[C:4]([NH:8][C:9](=[O:28])[CH2:10][N:11]2[CH:15]=[C:14]([NH:16][C:17]3[C:26]4[C:21](=[CH:22][C:23]([O:27][CH2:40][C@@H:41]5[CH2:45][CH2:44][CH2:43][N:42]5[C:46]([O:48][C:49]([CH3:50])([CH3:52])[CH3:51])=[O:47])=[CH:24][CH:25]=4)[N:20]=[CH:19][N:18]=3)[CH:13]=[N:12]2)[CH:5]=[CH:6][CH:7]=1. The catalyst class is: 44. (4) Reactant: [Cl:1][C:2]1[CH:7]=[CH:6][CH:5]=[C:4]([Cl:8])[C:3]=1[NH:9][C:10]1[NH:11][C:12]2[C:18]3[CH2:19][C:20]([CH3:23])([CH3:22])[O:21][C:17]=3[C:16]([C:24](OC)=[O:25])=[CH:15][C:13]=2[N:14]=1.[F:28][C:29]([F:38])([F:37])[C:30]1[N:35]=[CH:34][C:33]([NH2:36])=[CH:32][CH:31]=1.C[Al](C)C. Product: [Cl:1][C:2]1[CH:7]=[CH:6][CH:5]=[C:4]([Cl:8])[C:3]=1[NH:9][C:10]1[NH:11][C:12]2[C:18]3[CH2:19][C:20]([CH3:22])([CH3:23])[O:21][C:17]=3[C:16]([C:24]([NH:36][C:33]3[CH:34]=[N:35][C:30]([C:29]([F:38])([F:28])[F:37])=[CH:31][CH:32]=3)=[O:25])=[CH:15][C:13]=2[N:14]=1. The catalyst class is: 11. (5) Reactant: [F:1][C:2]1[CH:11]=[C:10]([C:12]2[N:17]=[C:16]3[N:18]([CH2:21][C:22]4[CH:23]=[C:24]5[C:29](=[CH:30][CH:31]=4)[N:28]=[CH:27][CH:26]=[CH:25]5)[N:19]=[N:20][C:15]3=[CH:14][CH:13]=2)[CH:9]=[CH:8][C:3]=1C(NC)=O.FC1C=C(B(O)O)C=C[C:38]=1[O:39]C.C(=O)([O-])[O-].[K+].[K+].O1CCOCC1. Product: [F:1][C:2]1[CH:11]=[C:10]([C:12]2[N:17]=[C:16]3[N:18]([CH2:21][C:22]4[CH:23]=[C:24]5[C:29](=[CH:30][CH:31]=4)[N:28]=[CH:27][CH:26]=[CH:25]5)[N:19]=[N:20][C:15]3=[CH:14][CH:13]=2)[CH:9]=[CH:8][C:3]=1[O:39][CH3:38]. The catalyst class is: 103.